The task is: Predict the product of the given reaction.. This data is from Forward reaction prediction with 1.9M reactions from USPTO patents (1976-2016). (1) The product is: [NH2:8][C@@H:9]1[CH2:14][CH2:13][CH2:12][N:11]([C:15]([O:17][CH2:18][C:19]2[CH:20]=[CH:21][CH:22]=[CH:23][CH:24]=2)=[O:16])[C@H:10]1[CH2:25][CH2:26][OH:27]. Given the reactants C(OC([NH:8][C@@H:9]1[CH2:14][CH2:13][CH2:12][N:11]([C:15]([O:17][CH2:18][C:19]2[CH:24]=[CH:23][CH:22]=[CH:21][CH:20]=2)=[O:16])[C@H:10]1[CH2:25][C:26](OCC)=[O:27])=O)(C)(C)C, predict the reaction product. (2) Given the reactants [S:1]1[CH:5]=[CH:4][CH:3]=[C:2]1[C:6](=[O:10])[C:7]([OH:9])=O.C(Cl)(=O)C(Cl)=O.[CH3:17][N:18]([CH3:25])[CH:19]1[CH2:24][CH2:23][NH:22][CH2:21][CH2:20]1.CCN(C(C)C)C(C)C, predict the reaction product. The product is: [CH3:17][N:18]([CH3:25])[CH:19]1[CH2:24][CH2:23][N:22]([C:7](=[O:9])[C:6]([C:2]2[S:1][CH:5]=[CH:4][CH:3]=2)=[O:10])[CH2:21][CH2:20]1. (3) Given the reactants [C:1]([O:4]CC(=O)CC)(=[O:3])[CH3:2].Br[CH2:11][C:12](=O)CC.[OH-].[K+].[F:18][C:19]1[CH:20]=[C:21]2[C:25](=[CH:26][CH:27]=1)[NH:24][C:23](=O)[C:22]2=[O:29], predict the reaction product. The product is: [CH2:11]([C:23]1[C:22]([OH:29])=[C:2]([C:1]([OH:4])=[O:3])[C:21]2[C:25](=[CH:26][CH:27]=[C:19]([F:18])[CH:20]=2)[N:24]=1)[CH3:12]. (4) Given the reactants N1C=CC=CC=1.[CH:7]1([C:10](Cl)=[O:11])[CH2:9][CH2:8]1.[NH2:13][C:14]1[C:22]2[C:17](=[N:18][CH:19]=[C:20]([Cl:38])[C:21]=2[N:23]2[CH2:28][CH2:27][CH2:26][C@@H:25]([N:29]([CH3:37])[C:30](=[O:36])[O:31][C:32]([CH3:35])([CH3:34])[CH3:33])[CH2:24]2)[NH:16][CH:15]=1.[Li+].[OH-], predict the reaction product. The product is: [Cl:38][C:20]1[C:21]([N:23]2[CH2:28][CH2:27][CH2:26][C@@H:25]([N:29]([CH3:37])[C:30](=[O:36])[O:31][C:32]([CH3:33])([CH3:34])[CH3:35])[CH2:24]2)=[C:22]2[C:14]([NH:13][C:10]([CH:7]3[CH2:9][CH2:8]3)=[O:11])=[CH:15][NH:16][C:17]2=[N:18][CH:19]=1. (5) Given the reactants [CH2:1]([O:8][C:9]([N:11]1[CH2:16][CH2:15][N:14]([C:17]2[CH:22]=[CH:21][C:20]([N:23]3[CH2:27][CH:26]([CH2:28][N:29]=[N+]=[N-])[O:25][C:24]3=[O:32])=[CH:19][C:18]=2[F:33])[CH2:13][CH2:12]1)=[O:10])[C:2]1[CH:7]=[CH:6][CH:5]=[CH:4][CH:3]=1.C1C=CC(P(C2C=CC=CC=2)C2C=CC=CC=2)=CC=1.O, predict the reaction product. The product is: [NH2:29][CH2:28][C@@H:26]1[O:25][C:24](=[O:32])[N:23]([C:20]2[CH:21]=[CH:22][C:17]([N:14]3[CH2:15][CH2:16][N:11]([C:9]([O:8][CH2:1][C:2]4[CH:3]=[CH:4][CH:5]=[CH:6][CH:7]=4)=[O:10])[CH2:12][CH2:13]3)=[C:18]([F:33])[CH:19]=2)[CH2:27]1. (6) The product is: [C:7]([C:10]1[N:11]([CH:6]2[CH2:5][CH2:4][CH2:3][CH2:2][O:1]2)[C:12]2[CH:18]=[CH:17][CH:16]=[CH:15][C:13]=2[N:14]=1)(=[O:9])[CH3:8]. Given the reactants [O:1]1[CH:6]=[CH:5][CH2:4][CH2:3][CH2:2]1.[C:7]([C:10]1[NH:11][C:12]2[CH:18]=[CH:17][CH:16]=[CH:15][C:13]=2[N:14]=1)(=[O:9])[CH3:8].C1(C)C=CC(S(O)(=O)=O)=CC=1, predict the reaction product. (7) Given the reactants [C:1]([O:5][C:6]([N:8]1[CH2:13][CH2:12][CH:11]([O:14][C:15]2[CH:20]=[CH:19][C:18]([NH:21][CH2:22]/[CH:23]=[CH:24]/[C:25]3[CH:26]=[C:27]([CH:30]=[CH:31][CH:32]=3)[C:28]#[N:29])=[CH:17][C:16]=2[C:33](=[O:35])[NH2:34])[CH2:10][CH2:9]1)=[O:7])([CH3:4])([CH3:3])[CH3:2].[CH2:36]([S:38](Cl)(=[O:40])=[O:39])[CH3:37].N1C=CC=CC=1.CO, predict the reaction product. The product is: [C:1]([O:5][C:6]([N:8]1[CH2:13][CH2:12][CH:11]([O:14][C:15]2[CH:20]=[CH:19][C:18]([N:21]([CH2:22]/[CH:23]=[CH:24]/[C:25]3[CH:32]=[CH:31][CH:30]=[C:27]([C:28]#[N:29])[CH:26]=3)[S:38]([CH2:36][CH3:37])(=[O:40])=[O:39])=[CH:17][C:16]=2[C:33](=[O:35])[NH2:34])[CH2:10][CH2:9]1)=[O:7])([CH3:4])([CH3:2])[CH3:3].